This data is from Forward reaction prediction with 1.9M reactions from USPTO patents (1976-2016). The task is: Predict the product of the given reaction. (1) Given the reactants Cl[C:2]1[C:11]2[C:6](=[CH:7][CH:8]=[CH:9][C:10]=2[Cl:12])[CH:5]=[C:4]([C@@H:13]([NH:15][C:16]2[N:24]=[CH:23][N:22]=[C:21]3[C:17]=2[N:18]=[CH:19][N:20]3[CH2:25][C:26]2[CH:31]=[CH:30][C:29]([O:32][CH3:33])=[CH:28][CH:27]=2)[CH3:14])[N:3]=1.[CH3:34]B(O)O.C([O-])([O-])=O.[Na+].[Na+], predict the reaction product. The product is: [CH3:33][O:32][C:29]1[CH:30]=[CH:31][C:26]([CH2:25][N:20]2[CH:19]=[N:18][C:17]3[C:21]2=[N:22][CH:23]=[N:24][C:16]=3[NH:15][C@H:13]([C:4]2[N:3]=[C:2]([CH3:34])[C:11]3[C:6]([CH:5]=2)=[CH:7][CH:8]=[CH:9][C:10]=3[Cl:12])[CH3:14])=[CH:27][CH:28]=1. (2) Given the reactants [CH2:1]([N:5]([CH2:30][CH:31]([CH3:33])[CH3:32])[C:6](=[O:29])[C:7]([CH3:28])([C:9]1[CH:14]=[CH:13][C:12]([N+:15]([O-])=O)=[C:11]([NH:18][CH2:19][CH2:20][CH2:21][N:22]2[CH2:27][CH2:26][CH2:25][CH2:24][CH2:23]2)[CH:10]=1)[CH3:8])[CH:2]([CH3:4])[CH3:3], predict the reaction product. The product is: [NH2:15][C:12]1[CH:13]=[CH:14][C:9]([C:7]([CH3:8])([CH3:28])[C:6]([N:5]([CH2:30][CH:31]([CH3:33])[CH3:32])[CH2:1][CH:2]([CH3:4])[CH3:3])=[O:29])=[CH:10][C:11]=1[NH:18][CH2:19][CH2:20][CH2:21][N:22]1[CH2:27][CH2:26][CH2:25][CH2:24][CH2:23]1. (3) Given the reactants [CH3:1][O:2][C:3](=[O:15])[C:4](=O)[CH:5](Cl)[C:6]1[CH:11]=[CH:10][CH:9]=[CH:8][C:7]=1[F:12].[C:16]([NH2:19])(=[S:18])[CH3:17], predict the reaction product. The product is: [CH3:1][O:2][C:3]([C:4]1[N:19]=[C:16]([CH3:17])[S:18][C:5]=1[C:6]1[CH:11]=[CH:10][CH:9]=[CH:8][C:7]=1[F:12])=[O:15]. (4) Given the reactants [F:1][C:2]1[CH:3]=[C:4]([C:8]2[N:13]=[CH:12][C:11]([C:14]([OH:16])=O)=[CH:10][N:9]=2)[CH:5]=[CH:6][CH:7]=1.CN(C(ON1N=NC2C=CC(=CC1=2)Cl)=[N+](C)C)C.F[P-](F)(F)(F)(F)F.CCN(C(C)C)C(C)C.[F:51][C:52]1[CH:53]=[C:54]2[C:58](=[CH:59][CH:60]=1)[N:57]([NH2:61])[CH:56]=[C:55]2[CH3:62], predict the reaction product. The product is: [F:51][C:52]1[CH:53]=[C:54]2[C:58](=[CH:59][CH:60]=1)[N:57]([NH:61][C:14]([C:11]1[CH:12]=[N:13][C:8]([C:4]3[CH:5]=[CH:6][CH:7]=[C:2]([F:1])[CH:3]=3)=[N:9][CH:10]=1)=[O:16])[CH:56]=[C:55]2[CH3:62]. (5) Given the reactants [C:1]([Si:3]([CH3:6])([CH3:5])[CH3:4])#[CH:2].Br[C:8]1[C:9]([C:15]#[N:16])=[N:10][CH:11]=[C:12]([Cl:14])[CH:13]=1, predict the reaction product. The product is: [Cl:14][C:12]1[CH:13]=[C:8]([C:2]#[C:1][Si:3]([CH3:6])([CH3:5])[CH3:4])[C:9]([C:15]#[N:16])=[N:10][CH:11]=1. (6) Given the reactants [OH:1][CH2:2][C:3]([CH3:9])([CH3:8])[C:4]([O:6][CH3:7])=[O:5].[H-].[Na+].[CH3:12]I.O, predict the reaction product. The product is: [CH3:12][O:1][CH2:2][C:3]([CH3:9])([CH3:8])[C:4]([O:6][CH3:7])=[O:5]. (7) Given the reactants [C:1]([C:4]1[CH:5]=[N:6][C:7]2[C:12]([C:13]=1[NH:14][C:15]1[CH:16]=[CH:17][C:18]([N:21]3[CH2:26][CH2:25][CH2:24][CH:23]([N:27]([CH3:35])C(=O)OC(C)(C)C)[CH2:22]3)=[N:19][CH:20]=1)=[CH:11][C:10](Br)=[CH:9][CH:8]=2)(=[O:3])[CH3:2].[Cl:37][C:38]1[CH:43]=[C:42](B2OC(C)(C)C(C)(C)O2)[CH:41]=[C:40]([Cl:53])[C:39]=1[OH:54].C([O-])([O-])=O.[Cs+].[Cs+].[ClH:61], predict the reaction product. The product is: [ClH:37].[ClH:61].[ClH:37].[Cl:37][C:38]1[CH:43]=[C:42]([C:10]2[CH:11]=[C:12]3[C:7](=[CH:8][CH:9]=2)[N:6]=[CH:5][C:4]([C:1](=[O:3])[CH3:2])=[C:13]3[NH:14][C:15]2[CH:20]=[N:19][C:18]([N:21]3[CH2:26][CH2:25][CH2:24][CH:23]([NH:27][CH3:35])[CH2:22]3)=[CH:17][CH:16]=2)[CH:41]=[C:40]([Cl:53])[C:39]=1[OH:54]. (8) The product is: [F:13][C:10]1[CH:11]=[CH:12][C:7]([C@H:4]2[NH:3][C:16](=[O:17])[CH2:15][O:6][CH2:5]2)=[CH:8][CH:9]=1. Given the reactants [H-].[Na+].[NH2:3][C@H:4]([C:7]1[CH:12]=[CH:11][C:10]([F:13])=[CH:9][CH:8]=1)[CH2:5][OH:6].Cl[CH2:15][C:16](OCC)=[O:17], predict the reaction product. (9) Given the reactants [Br:1][C:2]1[CH:7]=[CH:6][C:5]([S:8](Cl)(=[O:10])=[O:9])=[CH:4][C:3]=1[F:12].[NH2:13][CH2:14][CH2:15][CH2:16][CH2:17][OH:18], predict the reaction product. The product is: [OH:18][CH2:17][CH2:16][CH2:15][CH2:14][NH:13][S:8]([C:5]1[CH:6]=[CH:7][C:2]([Br:1])=[C:3]([F:12])[CH:4]=1)(=[O:10])=[O:9].